From a dataset of Full USPTO retrosynthesis dataset with 1.9M reactions from patents (1976-2016). Predict the reactants needed to synthesize the given product. Given the product [CH2:35]([O:34][C:32]1[CH:31]=[C:26]([CH:25]=[C:24]([O:23][CH2:1][CH2:2][CH2:3][CH2:4][CH2:5][CH2:6][CH2:7][CH2:8][CH2:9][CH2:10][CH2:11][CH2:12][CH2:13][CH2:14][CH2:15][CH2:16][CH2:17][CH2:18][CH2:19][CH2:20][CH2:21][CH3:22])[CH:33]=1)[CH2:27][OH:28])[CH2:36][CH2:37][CH2:38][CH2:39][CH2:40][CH2:41][CH2:42][CH2:43][CH2:44][CH2:45][CH2:46][CH2:47][CH2:48][CH2:49][CH2:50][CH2:51][CH2:52][CH2:53][CH2:54][CH2:55][CH3:56], predict the reactants needed to synthesize it. The reactants are: [CH2:1]([O:23][C:24]1[CH:25]=[C:26]([CH:31]=[C:32]([O:34][CH2:35][CH2:36][CH2:37][CH2:38][CH2:39][CH2:40][CH2:41][CH2:42][CH2:43][CH2:44][CH2:45][CH2:46][CH2:47][CH2:48][CH2:49][CH2:50][CH2:51][CH2:52][CH2:53][CH2:54][CH2:55][CH3:56])[CH:33]=1)[C:27](OC)=[O:28])[CH2:2][CH2:3][CH2:4][CH2:5][CH2:6][CH2:7][CH2:8][CH2:9][CH2:10][CH2:11][CH2:12][CH2:13][CH2:14][CH2:15][CH2:16][CH2:17][CH2:18][CH2:19][CH2:20][CH2:21][CH3:22].O1CCCC1.[H-].[Al+3].[Li+].[H-].[H-].[H-].C(OCC)(=O)C.